This data is from Reaction yield outcomes from USPTO patents with 853,638 reactions. The task is: Predict the reaction yield, written as a fraction of the theoretical maximum amount of product (1.0 means a 100% yield; for example, 0.34 means a 34% yield). (1) The reactants are [Br:1]C(C1C=CC=CC=1Cl)C(O)=O.[F:13][C:14]1[CH:19]=[CH:18][CH:17]=[C:16]([F:20])[C:15]=1[CH2:21][C:22]([OH:24])=[O:23]. No catalyst specified. The product is [Br:1][CH:21]([C:15]1[C:14]([F:13])=[CH:19][CH:18]=[CH:17][C:16]=1[F:20])[C:22]([OH:24])=[O:23]. The yield is 0.860. (2) The reactants are [N+:1](/[CH:4]=[CH:5]/[C:6]1[CH:11]=[CH:10][C:9]([Cl:12])=[CH:8][CH:7]=1)([O-:3])=[O:2].[Br:13][C:14]1[CH:22]=[C:21]2[C:17]([CH:18]=[CH:19][NH:20]2)=[CH:16][CH:15]=1. The catalyst is CO. The product is [Br:13][C:14]1[CH:22]=[C:21]2[C:17]([C:18]([CH:5]([C:6]3[CH:11]=[CH:10][C:9]([Cl:12])=[CH:8][CH:7]=3)[CH2:4][N+:1]([O-:3])=[O:2])=[CH:19][NH:20]2)=[CH:16][CH:15]=1. The yield is 0.452. (3) The reactants are [Cr](Cl)([O-])(=O)=O.[NH+]1C=CC=CC=1.[C:12]12([CH2:22][OH:23])[CH2:21][CH:16]3[CH2:17][CH:18]([CH2:20][CH:14]([CH2:15]3)[CH2:13]1)[CH2:19]2. The catalyst is C(Cl)Cl.CCOCC. The product is [C:12]12([CH:22]=[O:23])[CH2:19][CH:18]3[CH2:17][CH:16]([CH2:15][CH:14]([CH2:20]3)[CH2:13]1)[CH2:21]2. The yield is 0.850. (4) The reactants are [NH2:1][C:2]1[CH:3]=[C:4]2[C:8](=[CH:9][C:10]=1[F:11])C(=O)[CH:6]([CH2:13][CH2:14][CH2:15][CH3:16])[CH2:5]2.[CH3:17][O-:18].[Na+].[CH:20]([C:22]([CH2:24][CH3:25])=[O:23])=[CH2:21]. The catalyst is C(O)C.C(Cl)Cl. The product is [NH2:1][C:2]1[CH:3]=[C:4]2[C:8](=[CH:9][C:10]=1[F:11])[C:17](=[O:18])[C:6]([CH2:13][CH2:14][CH2:15][CH3:16])([CH2:21][CH2:20][C:22](=[O:23])[CH2:24][CH3:25])[CH2:5]2. The yield is 0.450. (5) The reactants are C[O:2][C:3](=[O:21])[C:4]1[CH:9]=[CH:8][C:7]([O:10]C)=[N:6][C:5]=1[NH:12][C:13]1[CH:18]=[CH:17][C:16]([Br:19])=[CH:15][C:14]=1[F:20].COC(=O)C1C=CC(Cl)=NC=1NC1C=CC(Br)=CC=1F.C[O-].[Na+].CO. The catalyst is C(O)(=O)C. The product is [Br:19][C:16]1[CH:17]=[CH:18][C:13]([NH:12][C:5]2[NH:6][C:7](=[O:10])[CH:8]=[CH:9][C:4]=2[C:3]([OH:21])=[O:2])=[C:14]([F:20])[CH:15]=1. The yield is 0.880. (6) The reactants are [C:1]1(=[O:39])[N:5]([CH2:6][C:7](=[O:33])[CH2:8][NH:9][C@@H:10]([C:14]2[O:15][C:16]3[C:21]([C:22](=[O:31])[C:23]=2[CH2:24][C:25]2[CH:30]=[CH:29][CH:28]=[CH:27][CH:26]=2)=[CH:20][CH:19]=[C:18]([Cl:32])[CH:17]=3)[CH:11]([CH3:13])[CH3:12])[C:4](=[O:34])[C:3]2=[CH:35][CH:36]=[CH:37][CH:38]=[C:2]12.CCN(CC)CC.[C:47]1([CH3:56])[C:48]([C:53](Cl)=[O:54])=[CH:49][CH:50]=[CH:51][CH:52]=1. The catalyst is C(Cl)Cl. The product is [C:47]1([CH3:56])[C:48]([C:53]([N:9]([CH2:8][C:7](=[O:33])[CH2:6][N:5]2[C:4](=[O:34])[C:3]3=[CH:35][CH:36]=[CH:37][CH:38]=[C:2]3[C:1]2=[O:39])[C@@H:10]([C:14]2[O:15][C:16]3[C:21]([C:22](=[O:31])[C:23]=2[CH2:24][C:25]2[CH:26]=[CH:27][CH:28]=[CH:29][CH:30]=2)=[CH:20][CH:19]=[C:18]([Cl:32])[CH:17]=3)[CH:11]([CH3:13])[CH3:12])=[O:54])=[CH:49][CH:50]=[CH:51][CH:52]=1. The yield is 0.900. (7) The reactants are [CH2:1]([C@@H:8]1[CH2:12][O:11][C:10](=[O:13])[N:9]1[C:14](=[O:21])[C@H:15]([CH3:20])[C:16](=[O:19])[CH2:17][CH3:18])[C:2]1[CH:7]=[CH:6][CH:5]=[CH:4][CH:3]=1.C(N(CC)CC)C.[Si:29]([O:46][CH2:47][C@H:48]([CH3:56])[CH2:49][C@H:50]([CH2:53][CH:54]=[CH2:55])[CH:51]=[O:52])([C:42]([CH3:45])([CH3:44])[CH3:43])([C:36]1[CH:41]=[CH:40][CH:39]=[CH:38][CH:37]=1)[C:30]1[CH:35]=[CH:34][CH:33]=[CH:32][CH:31]=1.[Cl-].[NH4+]. The catalyst is C(Cl)Cl.Cl[Ti](Cl)(Cl)Cl.CC(C)[O-].CC(C)[O-].CC(C)[O-].CC(C)[O-].[Ti+4].CCOCC. The product is [CH2:1]([C@@H:8]1[CH2:12][O:11][C:10](=[O:13])[N:9]1[C:14](=[O:21])[C@H:15]([CH3:20])[C:16](=[O:19])[C@H:17]([CH3:18])[C@@H:51]([OH:52])[C@H:50]([CH2:49][C@@H:48]([CH3:56])[CH2:47][O:46][Si:29]([C:42]([CH3:44])([CH3:45])[CH3:43])([C:36]1[CH:37]=[CH:38][CH:39]=[CH:40][CH:41]=1)[C:30]1[CH:31]=[CH:32][CH:33]=[CH:34][CH:35]=1)[CH2:53][CH:54]=[CH2:55])[C:2]1[CH:3]=[CH:4][CH:5]=[CH:6][CH:7]=1. The yield is 0.727. (8) The reactants are [C:1]([N:5]1[C:9]2=[N:10][C:11]([NH:14][C:15](=[O:23])[C:16]3[CH:21]=[CH:20][C:19]([CH3:22])=[CH:18][CH:17]=3)=[CH:12][CH:13]=[C:8]2[C:7]([C:24]([OH:26])=O)=[CH:6]1)([CH3:4])([CH3:3])[CH3:2].[CH2:27]([NH2:29])[CH3:28].F[P-](F)(F)(F)(F)F.C[N+](C)=C(N(C)C)ON1C2N=CC=CC=2N=N1.C(N(CC)CC)C. The catalyst is CN(C=O)C. The product is [CH2:27]([NH:29][C:24]([C:7]1[C:8]2[C:9](=[N:10][C:11]([NH:14][C:15](=[O:23])[C:16]3[CH:21]=[CH:20][C:19]([CH3:22])=[CH:18][CH:17]=3)=[CH:12][CH:13]=2)[N:5]([C:1]([CH3:3])([CH3:2])[CH3:4])[CH:6]=1)=[O:26])[CH3:28]. The yield is 0.320.